Dataset: Full USPTO retrosynthesis dataset with 1.9M reactions from patents (1976-2016). Task: Predict the reactants needed to synthesize the given product. (1) Given the product [C:1]([C:5]1[CH:6]=[C:7]([N:8]=[C:13]=[O:15])[CH:9]=[CH:10][CH:11]=1)([CH3:4])([CH3:2])[CH3:3], predict the reactants needed to synthesize it. The reactants are: [C:1]([C:5]1[CH:6]=[C:7]([CH:9]=[CH:10][CH:11]=1)[NH2:8])([CH3:4])([CH3:3])[CH3:2].Cl.[C:13](OCC)(=[O:15])C. (2) Given the product [Cl:8][C:6]1[N:7]=[C:2]([NH:26][C:25]2[CH:24]=[CH:23][C:22]([N:16]3[CH2:17][CH2:18][N:19]([CH3:21])[CH2:20][C@@H:15]3[CH3:14])=[CH:28][CH:27]=2)[C:3]([C:11]([NH2:13])=[O:12])=[N:4][C:5]=1[CH2:9][CH3:10], predict the reactants needed to synthesize it. The reactants are: Cl[C:2]1[C:3]([C:11]([NH2:13])=[O:12])=[N:4][C:5]([CH2:9][CH3:10])=[C:6]([Cl:8])[N:7]=1.[CH3:14][C@H:15]1[CH2:20][N:19]([CH3:21])[CH2:18][CH2:17][N:16]1[C:22]1[CH:28]=[CH:27][C:25]([NH2:26])=[CH:24][CH:23]=1.C(N(C(C)C)CC)(C)C.O1CCOCC1. (3) Given the product [Cl:1][C:2]1[CH:10]=[CH:9][CH:8]=[C:7]2[C:3]=1[C:4]([C:17]([NH:56][CH2:55][CH:52]1[CH2:53][CH2:54][C:49]([F:57])([F:48])[CH2:50][CH2:51]1)=[O:19])=[CH:5][N:6]2[CH2:11][CH2:12][O:13][CH:14]1[CH2:15][CH2:16]1, predict the reactants needed to synthesize it. The reactants are: [Cl:1][C:2]1[CH:10]=[CH:9][CH:8]=[C:7]2[C:3]=1[C:4]([C:17]([OH:19])=O)=[CH:5][N:6]2[CH2:11][CH2:12][O:13][CH:14]1[CH2:16][CH2:15]1.CCN=C=NCCCN(C)C.C1C=CC2N(O)N=NC=2C=1.CCN(CC)CC.[F:48][C:49]1([F:57])[CH2:54][CH2:53][CH:52]([CH2:55][NH2:56])[CH2:51][CH2:50]1. (4) Given the product [CH3:1][NH:2][CH2:3][CH2:4][C:5]1[S:9][C:8]2[CH:10]=[CH:11][CH:12]=[CH:13][C:7]=2[C:6]=1[C@H:14]([C:16]1[CH:21]=[CH:20][CH:19]=[CH:18][N:17]=1)[CH3:15], predict the reactants needed to synthesize it. The reactants are: [CH3:1][N:2](C)[CH2:3][CH2:4][C:5]1[S:9][C:8]2[CH:10]=[CH:11][CH:12]=[CH:13][C:7]=2[C:6]=1[C@H:14]([C:16]1[CH:21]=[CH:20][CH:19]=[CH:18][N:17]=1)[CH3:15].CCN(C(C)C)C(C)C.ClC(OC(Cl)C)=O.